Dataset: Catalyst prediction with 721,799 reactions and 888 catalyst types from USPTO. Task: Predict which catalyst facilitates the given reaction. (1) Reactant: [Li+].C[Si]([N-][Si](C)(C)C)(C)C.C1(C(C2C=CC=CC=2)=[N:18][CH2:19][C:20]([O:22][CH2:23][CH3:24])=[O:21])C=CC=CC=1.[C:31]([Cl:34])(=[O:33])[CH3:32]. Product: [ClH:34].[NH2:18][CH:19]([C:31](=[O:33])[CH3:32])[C:20]([O:22][CH2:23][CH3:24])=[O:21]. The catalyst class is: 1. (2) Reactant: C([O:3][C:4](=[O:17])[CH2:5][C:6]1[N:7]=[C:8]([CH:11]2[CH2:16][CH2:15][CH2:14][CH2:13][CH2:12]2)[S:9][CH:10]=1)C.O[Li].O. Product: [CH:11]1([C:8]2[S:9][CH:10]=[C:6]([CH2:5][C:4]([OH:17])=[O:3])[N:7]=2)[CH2:12][CH2:13][CH2:14][CH2:15][CH2:16]1. The catalyst class is: 24. (3) Reactant: [CH2:1]([O:3][C:4](=[O:28])[C:5]1[CH:10]=[CH:9][C:8]([NH:11][C:12]2[C:13]3[N:14]([CH:25]=[CH:26][N:27]=3)[CH:15]=[C:16]([C:18]3[CH:23]=[CH:22][CH:21]=[C:20]([NH2:24])[CH:19]=3)[N:17]=2)=[CH:7][CH:6]=1)[CH3:2].C(N(CC)CC)C.[C:36]([C:40]1[CH:48]=[CH:47][C:43]([C:44](Cl)=[O:45])=[CH:42][CH:41]=1)([CH3:39])([CH3:38])[CH3:37].O. Product: [CH2:1]([O:3][C:4](=[O:28])[C:5]1[CH:10]=[CH:9][C:8]([NH:11][C:12]2[C:13]3[N:14]([CH:25]=[CH:26][N:27]=3)[CH:15]=[C:16]([C:18]3[CH:23]=[CH:22][CH:21]=[C:20]([NH:24][C:44](=[O:45])[C:43]4[CH:47]=[CH:48][C:40]([C:36]([CH3:38])([CH3:37])[CH3:39])=[CH:41][CH:42]=4)[CH:19]=3)[N:17]=2)=[CH:7][CH:6]=1)[CH3:2]. The catalyst class is: 7.